From a dataset of Catalyst prediction with 721,799 reactions and 888 catalyst types from USPTO. Predict which catalyst facilitates the given reaction. (1) Reactant: [C:1]([O:11][C:12]1[CH:17]=[C:16]([Cl:18])[C:15]([O:19][C:20]2[CH:25]=[CH:24][C:23]([N+:26]([O-])=O)=[CH:22][CH:21]=2)=[C:14]([Cl:29])[C:13]=1[CH2:30][CH3:31])(=[O:10])[CH:2]=[CH:3][C:4]1[CH:9]=[CH:8][CH:7]=[CH:6][CH:5]=1.C(OC(=O)C)C. Product: [C:1]([O:11][C:12]1[CH:17]=[C:16]([Cl:18])[C:15]([O:19][C:20]2[CH:21]=[CH:22][C:23]([NH2:26])=[CH:24][CH:25]=2)=[C:14]([Cl:29])[C:13]=1[CH2:30][CH3:31])(=[O:10])[CH:2]=[CH:3][C:4]1[CH:5]=[CH:6][CH:7]=[CH:8][CH:9]=1. The catalyst class is: 8. (2) Reactant: [CH3:1][S:2]([NH:5][C:6]1[CH:11]=[CH:10][C:9]([C:12]2[CH:17]=[CH:16][C:15]([S:18]([N:21]3[CH:25]=[CH:24][C:23](/[CH:26]=[CH:27]/[C:28]([NH:30][O:31]C4CCCCO4)=[O:29])=[CH:22]3)(=[O:20])=[O:19])=[CH:14][CH:13]=2)=[CH:8][CH:7]=1)(=[O:4])=[O:3]. Product: [OH:31][NH:30][C:28](=[O:29])/[CH:27]=[CH:26]/[C:23]1[CH:24]=[CH:25][N:21]([S:18]([C:15]2[CH:14]=[CH:13][C:12]([C:9]3[CH:10]=[CH:11][C:6]([NH:5][S:2]([CH3:1])(=[O:4])=[O:3])=[CH:7][CH:8]=3)=[CH:17][CH:16]=2)(=[O:19])=[O:20])[CH:22]=1. The catalyst class is: 5.